This data is from Reaction yield outcomes from USPTO patents with 853,638 reactions. The task is: Predict the reaction yield, written as a fraction of the theoretical maximum amount of product (1.0 means a 100% yield; for example, 0.34 means a 34% yield). (1) The reactants are [Br:1][C:2]1[CH:3]=[CH:4][C:5]([O:9][CH3:10])=[C:6]([OH:8])[CH:7]=1.[CH3:11][N:12]1[CH2:16][CH2:15][C@H:14](O)[CH2:13]1. No catalyst specified. The product is [Br:1][C:2]1[CH:3]=[CH:4][C:5]([O:9][CH3:10])=[C:6]([CH:7]=1)[O:8][C@H:14]1[CH2:15][CH2:16][N:12]([CH3:11])[CH2:13]1. The yield is 0.300. (2) The reactants are [C:1]([OH:8])(=[O:7])[CH2:2][CH2:3][CH2:4][CH2:5][CH3:6].O[N:10]1[C:14](=[O:15])[CH2:13][CH2:12][C:11]1=[O:16]. The yield is 0.871. The catalyst is C1COCC1. The product is [C:1]([O:8][N:10]1[C:14](=[O:15])[CH2:13][CH2:12][C:11]1=[O:16])(=[O:7])[CH2:2][CH2:3][CH2:4][CH2:5][CH3:6]. (3) The reactants are [CH2:1]([O:8][C:9]([N:11]1[CH2:15][C@@H:14](OS(C)(=O)=O)[C@H:13]2[O:21][CH2:22][C:23]([O:26][CH3:27])([O:24][CH3:25])[C@@H:12]12)=[O:10])[C:2]1[CH:7]=[CH:6][CH:5]=[CH:4][CH:3]=1.[Cl-:28].[Li+]. The catalyst is CN(C=O)C. The product is [CH2:1]([O:8][C:9]([N:11]1[CH2:15][C@H:14]([Cl:28])[C@H:13]2[O:21][CH2:22][C:23]([O:26][CH3:27])([O:24][CH3:25])[C@@H:12]12)=[O:10])[C:2]1[CH:7]=[CH:6][CH:5]=[CH:4][CH:3]=1. The yield is 0.720. (4) The reactants are [OH-].[Na+].[Br:3][C:4]1[CH:12]=[CH:11][CH:10]=[C:9]2[C:5]=1[CH:6]=[CH:7][NH:8]2.[CH3:13][C:14]1[CH:19]=[CH:18][CH:17]=[CH:16][C:15]=1[S:20](Cl)(=[O:22])=[O:21]. The catalyst is S([O-])(O)(=O)=O.C([N+](CCCC)(CCCC)CCCC)CCC.C(Cl)Cl.O. The product is [Br:3][C:4]1[CH:12]=[CH:11][CH:10]=[C:9]2[C:5]=1[CH:6]=[CH:7][N:8]2[S:20]([C:15]1[CH:16]=[CH:17][CH:18]=[CH:19][C:14]=1[CH3:13])(=[O:22])=[O:21]. The yield is 0.540. (5) The reactants are [CH2:1]([N:3]1[C:7]2[C:8]3[CH:9]=[CH:10][CH:11]=[CH:12][C:13]=3[O:14][C:15]3([CH2:20][CH2:19][N:18](C(OCC4C=CC=CC=4)=O)[CH2:17][CH2:16]3)[C:6]=2[CH:5]=[N:4]1)[CH3:2].[H][H]. The catalyst is CO.[Pd]. The product is [CH2:1]([N:3]1[C:7]2[C:8]3[CH:9]=[CH:10][CH:11]=[CH:12][C:13]=3[O:14][C:15]3([CH2:20][CH2:19][NH:18][CH2:17][CH2:16]3)[C:6]=2[CH:5]=[N:4]1)[CH3:2]. The yield is 0.990. (6) The reactants are [H-].[Na+].[OH:3][C:4]1[CH:9]=[CH:8][C:7]([CH2:10][CH2:11][CH2:12][CH2:13][N:14]2[C:22](=[O:23])[C:21]3[C:16](=[CH:17][CH:18]=[CH:19][CH:20]=3)[C:15]2=[O:24])=[CH:6][CH:5]=1.[CH3:25][N:26]([CH3:30])[C:27](Cl)=[S:28]. The catalyst is CN(C=O)C. The product is [O:24]=[C:15]1[C:16]2[C:21](=[CH:20][CH:19]=[CH:18][CH:17]=2)[C:22](=[O:23])[N:14]1[CH2:13][CH2:12][CH2:11][CH2:10][C:7]1[CH:8]=[CH:9][C:4]([O:3][C:27](=[S:28])[N:26]([CH3:30])[CH3:25])=[CH:5][CH:6]=1. The yield is 0.590. (7) The reactants are [CH:1]([C:3]1[O:7][C:6]([C:8]2[CH:13]=[CH:12][C:11]([S:14]([NH-:17])(=[O:16])=[O:15])=[CH:10][CH:9]=2)=[CH:5][CH:4]=1)=O.[CH2:18]([N:25]1[C:29](=[O:30])[CH2:28][S:27][C:26]1=[S:31])[C:19]1[CH:24]=[CH:23][CH:22]=[CH:21][CH:20]=1. The catalyst is C(O)C.N1CCCCC1. The product is [CH2:18]([N:25]1[C:29](=[O:30])[C:28](=[CH:1][C:3]2[O:7][C:6]([C:8]3[CH:9]=[CH:10][C:11]([S:14]([NH2:17])(=[O:15])=[O:16])=[CH:12][CH:13]=3)=[CH:5][CH:4]=2)[S:27][C:26]1=[S:31])[C:19]1[CH:20]=[CH:21][CH:22]=[CH:23][CH:24]=1. The yield is 0.800.